From a dataset of Full USPTO retrosynthesis dataset with 1.9M reactions from patents (1976-2016). Predict the reactants needed to synthesize the given product. (1) Given the product [NH2:23][CH:22]([C:30]1[CH:35]=[CH:34][CH:33]=[CH:32][C:31]=1[Cl:36])[C:18]1[S:17][C:16]([NH:15][C:13]([C:10]2([C:8]3[CH:7]=[CH:6][C:5]4[O:1][CH2:2][O:3][C:4]=4[CH:9]=3)[CH2:12][CH2:11]2)=[O:14])=[N:20][C:19]=1[CH3:21], predict the reactants needed to synthesize it. The reactants are: [O:1]1[C:5]2[CH:6]=[CH:7][C:8]([C:10]3([C:13]([NH:15][C:16]4[S:17][C:18]([CH:22]([C:30]5[CH:35]=[CH:34][CH:33]=[CH:32][C:31]=5[Cl:36])[NH:23][S@@](C(C)(C)C)=O)=[C:19]([CH3:21])[N:20]=4)=[O:14])[CH2:12][CH2:11]3)=[CH:9][C:4]=2[O:3][CH2:2]1.Cl.O1CCOCC1. (2) Given the product [S:8]1[CH:9]=[CH:10][C:6]2[CH:5]=[CH:4][CH:3]=[C:2]([C:14]3[CH:15]=[CH:16][N:11]=[CH:12][CH:13]=3)[C:7]1=2, predict the reactants needed to synthesize it. The reactants are: Br[C:2]1[C:7]2[S:8][CH:9]=[CH:10][C:6]=2[CH:5]=[CH:4][CH:3]=1.[N:11]1[CH:16]=[CH:15][C:14](B(O)O)=[CH:13][CH:12]=1. (3) Given the product [F:1][C:2]1[CH:9]=[C:8]([C:10]2[CH:15]=[CH:14][N:13]=[C:12]3[NH:16][C:17]([C:19]4[CH:20]=[N:21][N:22]([CH3:24])[CH:23]=4)=[N:18][C:11]=23)[CH:7]=[CH:6][C:3]=1[CH2:4][NH:5][C:30](=[O:31])[CH2:29][CH2:28][CH2:27][C:26]([CH3:34])([CH3:33])[CH3:25], predict the reactants needed to synthesize it. The reactants are: [F:1][C:2]1[CH:9]=[C:8]([C:10]2[CH:15]=[CH:14][N:13]=[C:12]3[NH:16][C:17]([C:19]4[CH:20]=[N:21][N:22]([CH3:24])[CH:23]=4)=[N:18][C:11]=23)[CH:7]=[CH:6][C:3]=1[CH2:4][NH2:5].[CH3:25][C:26]([CH3:34])([CH3:33])[CH2:27][CH2:28][CH2:29][C:30](O)=[O:31].